This data is from Peptide-MHC class II binding affinity with 134,281 pairs from IEDB. The task is: Regression. Given a peptide amino acid sequence and an MHC pseudo amino acid sequence, predict their binding affinity value. This is MHC class II binding data. (1) The peptide sequence is MYRELLELVAADVES. The MHC is DRB1_1302 with pseudo-sequence DRB1_1302. The binding affinity (normalized) is 0.352. (2) The peptide sequence is KSYVKSKLKLLKGSE. The MHC is DRB5_0101 with pseudo-sequence DRB5_0101. The binding affinity (normalized) is 0.770. (3) The binding affinity (normalized) is 0.849. The MHC is DRB1_0802 with pseudo-sequence DRB1_0802. The peptide sequence is KLSMGLIAIAVASGL.